From a dataset of Drug-target binding data from BindingDB using Ki measurements. Regression. Given a target protein amino acid sequence and a drug SMILES string, predict the binding affinity score between them. We predict pKi (pKi = -log10(Ki in M); higher means stronger inhibition). Dataset: bindingdb_ki. (1) The small molecule is CCN1CCC(COc2nc3scc(C)c3n3cccc23)CC1. The target protein (O70528) has sequence MDKLDANVSSKEGFGSVEKVVLLTFLSAVILMAILGNLLVMVAVCRDRQLRKIKTNYFIVSLAFADLLVSVLVMPFGAIELVQDIWVYGEMFCLVRTSLDVLLTTASIFHLCCISLDRYYAICCQPLVYRNKMTPLRIALMLGGCWVIPMFISFLPIMQGWNNIGIVDLIEKRKFNQNSNSTYCVFMVNKPYAITCSVVAFYIPFLLMVLAYYRIYVTAKEHARQIQVLQRAGAPAEGRPQPADQHSTHRMRTETKAAKTLCIIMGCFCLCWAPFFVTNIVDPFIDYTVPGQLWTAFLWLGYINSGLNPFLYAFLNKSFRRAFLIILCCDDERYRRPSILGQTVPCSTTTINGSTHVLRDTVECGGQWESQCHPAASSPLVAAQPIDT. The pKi is 8.0. (2) The compound is CCN(CC)c1nc2sc3c(c2c(=O)o1)CCCCC3. The target protein (P30122) has sequence LGASRLGPSPGCLAVASAAKLGSVYTEGGFVEGVNKKLSLFGDSIDIFKGIPFAAAPKALEKPERHPGWQGTLKAKSFKKRCLQATLTQDSTYGNEDCLYLNIWVPQGRKEVSHDLPVMIWIYGGAFLMGASQGANFLSNYLYDGEEIATRGNVIVVTFNYRVGPLGFLSTGDSNLPGNYGLWDQHMAIAWVKRNIEAFGGDPDNITLFGESAGGASVSLQTLSPYNKGLIKRAISQSGVGLCPWAIQQDPLFWAKRIAEKVGCPVDDTSKMAGCLKITDPRALTLAYKLPLGSTEYPKLHYLSFVPVIDGDFIPDDPVNLYANAADVDYIAGTNDMDGHLFVGMDVPAINSNKQDVTEEDFYKLVSGLTVTKGLRGANATYEVYTEPWAQDSSQETRKKTMVDLETDILFLIPTKIAVAQHKSHAKSANTYTYLFSQPSRMPIYPKWMGADHADDLQYVFGKPFATPLGYRAQDRTVSKAMIAYWTNFARTGDPNTGHS.... The pKi is 5.2. (3) The compound is O=C(O)c1cc(Cl)cc(Cl)c1O. The target protein sequence is MDSKYQCVKLNDGHFMPVLGFGTYAPAEVPKSKALEATKLAIEAGFRHIDSAHLYNNEEQVGLAIRSKIADGSVKREDIFYTSKLWCNSHRPELVRPALERSLKNLQLDYVDLYLIHFPVSVKPGEEVIPKDENGKILFDTVDLCATWEAVEKCKDAGLAKSIGVSNFNRRQLEMILNKPGLKYKPVCNQVECHPYFNQRKLLDFCKSKDIVLVAYSALGSHREEPWVDPNSPVLLEDPVLCALAKKHKRTPALIALRYQLQRGVVVLAKSYNEQRIRQNVQVFEFQLTSEEMKAIDGLNRNVRYATLDIFAGPPNYPFSDEY. The pKi is 6.6. (4) The small molecule is CC[C@H](C)[C@H](NC(=O)[C@H](Cc1ccc(O)cc1)NC(=O)[C@H](Cc1c[nH]cn1)NC(=O)[C@H](CCCN=C(N)N)NC(=O)[C@H](CC(C)C)NC(=O)[C@H](C)NC(=O)[C@H](CO)NC(=O)[C@H](Cc1ccc(O)cc1)NC(=O)[C@H](Cc1ccc(O)cc1)NC(=O)[C@H](CCCN=C(N)N)NC(=O)[C@H](C)NC(=O)[C@H](CCSC)NC(=O)[C@H](CC(=O)O)NC(=O)[C@H](CCC(=O)O)NC(=O)[C@H](C)NC(=O)[C@@H]1CCCN1C(=O)[C@H](C)NC(=O)[C@H](CC(=O)O)NC(=O)[C@H](CCC(=O)O)NC(=O)CNC(=O)[C@@H]1CCCN1C(=O)[C@H](CC(N)=O)NC(=O)[C@H](CC(=O)O)NC(=O)[C@@H]1CCCN1C(=O)[C@H](CCCCN)NC(=O)[C@H](CO)NC(=O)[C@@H]1CCCN1C(=O)[C@@H](N)Cc1ccc(O)cc1)C(=O)N[C@@H](CC(N)=O)C(=O)N[C@@H](CC(C)C)C(=O)N[C@H](C(=O)N[C@H](C(=O)N[C@@H](CCCN=C(N)N)C(=O)N1CCC[C@H]1C(=O)N[C@@H](CCCN=C(N)N)C(=O)N[C@@H](Cc1ccc(O)cc1)C(N)=O)[C@@H](C)O)C(C)C. The target protein (Q04573) has sequence MNSTLFSKVENHSIHYNASENSPLLAFENDDCHLPLAVIFTLALAYGAVIILGVSGNLALIIIILKQKEMRNVTNILIVNLSFSDLLVAVMCLPFTFVYTLMDHWVFGETMCKLNPFVQCVSITVSIFSLVLIAVERHQLIINPRGWRPNNRHAYIGITVIWVLAVASSLPFVIYQILTDEPFQNVSLAAFKDKYVCFDKFPSDSHRLSYTTLLLVLQYFGPLCFIFICYFKIYIRLKRRNNMMDKIRDSKYRSSETKRINIMLLSIVVAFAVCWLPLTIFNTVFDWNHQIIATCNHNLLFLLCHLTAMISTCVNPIFYGFLNKNFQRDLQFFFNFCDFRSRDDDYETIAMSTMHTDVSKTSLKQASPVAFKKISMNDNEKV. The pKi is 9.2. (5) The small molecule is CO[C@H](C)c1nc(C)nn1-c1cc(C2C[C@H]2c2nc3ccccc3n2C)nc(C)n1. The target protein sequence is MEDGPSNNASCFRRLTECFLSPSLTDEKVKAYLSLHPQVLDEFVSESVSAETVEKWLKRKNNKSEDESAPKEVSRYQDTNMQGVVYELNSYIEQRLDTGGDNQLLLYELSSIIKIATKADGFALYFLGECNNSLCIFTPPGIKEGKPRLIPAGPITQGTTVSAYVAKSRKTLLVEDILGDERFPRGTGLESGTRIQSVLCLPIVTAIGDLIGILELYRHWGKEAFCLSHQEVATANLAWASVAIHQVQVCRGLAKQTELNDFLLDVSKTYFDNIVAIDSLLEHIMIYAKNLVNADRCALFQVDHKNKELYSDLFDIGEEKEGKPVFKKTKEIRFSIEKGIAGQVARTGEVLNIPDAYADPRFNREVDLYTGYTTRNILCMPIVSRGSVIGVVQMVNKISGSAFSKTDENNFKMFAVFCALALHCANMYHRIRHSECIYRVTMEKLSYHSICTSEEWQGLMQFTLPVRLCKEIELFHFDIGPFENMWPGIFVYMVHRSCGT.... The pKi is 8.7. (6) The small molecule is Cc1ccc(-c2nc3ccc(C)cn3c2CC(=O)N(C)C)cc1. The target protein (P23576) has sequence MRTKLSTCNVWFPLLVLLVWNPARLVLANIQEDEAKNNITIFTRILDRLLDGYDNRLRPGLGDSITEVFTNIYVTSFGPVSDTDMEYTIDVFFRQKWKDERLKFKGPMNILRLNNSMASKIWTPDTFFHNGKKSVAHNMTMPNKLLRIQDDGTLLYTMRLTVQAECPMHLEDFPMDAHSCPLKFGSYAYTTSEVTYIWTYNPSDSVQVAPDGSRLNQYDLLGQSIGKETIKSSTGEYTVMTAHFHLKRKIGYFVIQTYLPCIMTVILSQVSFWLNRESVPARTVFGVTTVLTMTTLSISARNSLPKVAYATAMDWFIAVCYAFVFSALIEFATVNYFTKRGWAWDGKSVVNDKKKEKGSVMIQNNAYAVAVANYAPNLSKDPVLSTISKSATTPEPNKKPENKPAEAKKTFNSVSKIDRMSRIVFPVLFGTFNLVYWATYLNREPVLGVSP. The pKi is 6.8. (7) The pKi is 8.5. The target protein (O02747) has sequence MNGGGANITYASRKRRKPVQKTVKPIPAEGIKSNPSKRHRDRLNTELDRLASLLPFPQDVINKLDKLSVLRLSVSYLRAKSFFDVALKSSSADRNGGQDPCRAKFGEGLNLQEGEFLLQALNGFVLVVTVDALVFYASSTIQDYLGFQQSDVIHQSVYELIHTEDRAEFQRQLHWALNPSQCTDPGQGADETHGLPQPVYYNPDQLPPENSSFMERCFICRLRCLLDNSSGFLAMNFQGRLKFLHGQNKKGKDGSLLPPQLALFAIATPLQPPSILEIRTKNFIFRTKHKLDFTPTGCDAKGQIVLGYTEAELCMRGSGYQFIHAADMLYCAESHIRMIKTGESGLAVFRLLTKDNRWAWVQSNARFIYKNGRPDFIIATQRPLTDEEGREHLLKRNTKLPFMFTTGEAVLYEMTSPFPPIMDPLPIRPKSGTCGKDSATKPTPSKDSVHPSSLLSALMQQDESIYLYPPSSNAPFERNFFTESLNECSNWPENVASVAG.... The drug is COc1cc(/C=C/c2ccc(F)cc2)cc(OC)c1.